This data is from NCI-60 drug combinations with 297,098 pairs across 59 cell lines. The task is: Regression. Given two drug SMILES strings and cell line genomic features, predict the synergy score measuring deviation from expected non-interaction effect. (1) Drug 1: C1CN(CCN1C(=O)CCBr)C(=O)CCBr. Drug 2: COC1=C2C(=CC3=C1OC=C3)C=CC(=O)O2. Cell line: SNB-75. Synergy scores: CSS=11.2, Synergy_ZIP=-2.62, Synergy_Bliss=1.01, Synergy_Loewe=-1.18, Synergy_HSA=-0.492. (2) Drug 1: C1CCN(CC1)CCOC2=CC=C(C=C2)C(=O)C3=C(SC4=C3C=CC(=C4)O)C5=CC=C(C=C5)O. Drug 2: CN(CC1=CN=C2C(=N1)C(=NC(=N2)N)N)C3=CC=C(C=C3)C(=O)NC(CCC(=O)O)C(=O)O. Cell line: RXF 393. Synergy scores: CSS=2.99, Synergy_ZIP=-2.73, Synergy_Bliss=-3.64, Synergy_Loewe=-1.77, Synergy_HSA=-2.05. (3) Drug 1: C1C(C(OC1N2C=NC3=C(N=C(N=C32)Cl)N)CO)O. Drug 2: CC1=C2C(C(=O)C3(C(CC4C(C3C(C(C2(C)C)(CC1OC(=O)C(C(C5=CC=CC=C5)NC(=O)OC(C)(C)C)O)O)OC(=O)C6=CC=CC=C6)(CO4)OC(=O)C)O)C)O. Cell line: BT-549. Synergy scores: CSS=27.9, Synergy_ZIP=0.317, Synergy_Bliss=0.824, Synergy_Loewe=-1.66, Synergy_HSA=1.10. (4) Drug 1: C1C(C(OC1N2C=NC3=C(N=C(N=C32)Cl)N)CO)O. Drug 2: CC1C(C(CC(O1)OC2CC(OC(C2O)C)OC3=CC4=CC5=C(C(=O)C(C(C5)C(C(=O)C(C(C)O)O)OC)OC6CC(C(C(O6)C)O)OC7CC(C(C(O7)C)O)OC8CC(C(C(O8)C)O)(C)O)C(=C4C(=C3C)O)O)O)O. Cell line: OVCAR-5. Synergy scores: CSS=32.0, Synergy_ZIP=-6.40, Synergy_Bliss=0.430, Synergy_Loewe=-7.48, Synergy_HSA=1.02. (5) Drug 1: CC1CCC2CC(C(=CC=CC=CC(CC(C(=O)C(C(C(=CC(C(=O)CC(OC(=O)C3CCCCN3C(=O)C(=O)C1(O2)O)C(C)CC4CCC(C(C4)OC)O)C)C)O)OC)C)C)C)OC. Drug 2: C1C(C(OC1N2C=NC(=NC2=O)N)CO)O. Cell line: NCI-H226. Synergy scores: CSS=8.73, Synergy_ZIP=-3.83, Synergy_Bliss=-3.31, Synergy_Loewe=-2.42, Synergy_HSA=-2.26.